Dataset: Forward reaction prediction with 1.9M reactions from USPTO patents (1976-2016). Task: Predict the product of the given reaction. (1) The product is: [Cl:21][C:3]1[C:2]([NH:1][C:23]2[N:28]=[C:27]([N:29]([CH2:39][CH3:40])[CH2:30][C:31]3[CH:32]=[CH:33][C:34]([O:37][CH3:38])=[CH:35][CH:36]=3)[C:26]3=[N:41][CH:42]=[C:43]([C:44]#[N:45])[N:25]3[N:24]=2)=[CH:7][C:6]([C:8]#[N:9])=[CH:5][C:4]=1[CH:10]1[CH2:11][N:12]([C:14]([O:16][C:17]([CH3:18])([CH3:20])[CH3:19])=[O:15])[CH2:13]1. Given the reactants [NH2:1][C:2]1[C:3]([Cl:21])=[C:4]([CH:10]2[CH2:13][N:12]([C:14]([O:16][C:17]([CH3:20])([CH3:19])[CH3:18])=[O:15])[CH2:11]2)[CH:5]=[C:6]([C:8]#[N:9])[CH:7]=1.Cl[C:23]1[N:28]=[C:27]([N:29]([CH2:39][CH3:40])[CH2:30][C:31]2[CH:36]=[CH:35][C:34]([O:37][CH3:38])=[CH:33][CH:32]=2)[C:26]2=[N:41][CH:42]=[C:43]([C:44]#[N:45])[N:25]2[N:24]=1.C1(P(C2C=CC=CC=2)C2C3OC4C(=CC=CC=4P(C4C=CC=CC=4)C4C=CC=CC=4)C(C)(C)C=3C=CC=2)C=CC=CC=1, predict the reaction product. (2) Given the reactants C([O-])([O-])=O.[K+].[K+].Br[C:8]1[CH:13]=[CH:12][C:11]([Cl:14])=[C:10]([O:15][CH3:16])[CH:9]=1.[Cl:17][C:18]1[CH:19]=[C:20]([NH:28][C:29](=[O:32])[CH:30]=[CH2:31])[CH:21]=[CH:22][C:23]=1[C:24]([F:27])([F:26])[F:25].C1C=CC(P(C2C=CC=CC=2)C2C=CC=CC=2)=CC=1, predict the reaction product. The product is: [Cl:14][C:11]1[CH:12]=[CH:13][C:8](/[CH:31]=[CH:30]/[C:29]([NH:28][C:20]2[CH:21]=[CH:22][C:23]([C:24]([F:25])([F:26])[F:27])=[C:18]([Cl:17])[CH:19]=2)=[O:32])=[CH:9][C:10]=1[O:15][CH3:16]. (3) Given the reactants [F:1][C:2]1[CH:3]=[C:4]([CH:7]=[CH:8][C:9]=1[O:10]C)[CH:5]=[O:6].B(Br)(Br)Br, predict the reaction product. The product is: [F:1][C:2]1[CH:3]=[C:4]([CH:7]=[CH:8][C:9]=1[OH:10])[CH:5]=[O:6]. (4) Given the reactants [CH2:1]([N:3]([CH2:20][CH3:21])[CH2:4][CH2:5][N:6]1[CH2:12][CH2:11][CH2:10][C:9]2[NH:13][C:14]([CH:17]=O)=[C:15]([CH3:16])[C:8]=2[C:7]1=[O:19])[CH3:2].[F:22][C:23]1[CH:24]=[C:25]2[C:29](=[CH:30][C:31]=1[NH:32][C:33](=[O:37])[CH:34]([OH:36])[CH3:35])[NH:28][C:27](=[O:38])[CH2:26]2, predict the reaction product. The product is: [CH2:1]([N:3]([CH2:20][CH3:21])[CH2:4][CH2:5][N:6]1[CH2:12][CH2:11][CH2:10][C:9]2[NH:13][C:14](/[CH:17]=[C:26]3\[C:27](=[O:38])[NH:28][C:29]4[C:25]\3=[CH:24][C:23]([F:22])=[C:31]([NH:32][C:33](=[O:37])[C@@H:34]([OH:36])[CH3:35])[CH:30]=4)=[C:15]([CH3:16])[C:8]=2[C:7]1=[O:19])[CH3:2]. (5) Given the reactants Cl[C:2]1[C:3](=[O:18])[N:4]([CH:15]([CH3:17])[CH3:16])[S:5](=[O:14])(=[O:13])[C:6]=1[C:7]1[CH:12]=[CH:11][CH:10]=[CH:9][CH:8]=1.[N:19]1([C:25]2[CH:30]=[CH:29][C:28]([NH2:31])=[CH:27][CH:26]=2)[CH2:24][CH2:23][CH2:22][CH2:21][CH2:20]1, predict the reaction product. The product is: [CH:15]([N:4]1[C:3](=[O:18])[C:2]([NH:31][C:28]2[CH:27]=[CH:26][C:25]([N:19]3[CH2:24][CH2:23][CH2:22][CH2:21][CH2:20]3)=[CH:30][CH:29]=2)=[C:6]([C:7]2[CH:12]=[CH:11][CH:10]=[CH:9][CH:8]=2)[S:5]1(=[O:14])=[O:13])([CH3:17])[CH3:16]. (6) Given the reactants [NH2:1][C:2]1[N:7]=[N:6][C:5]([N:8]2[CH2:13][CH2:12][N:11]([C:14]([C:16]3[CH:21]=[CH:20][CH:19]=[CH:18][C:17]=3[C:22]([F:25])([F:24])[F:23])=[O:15])[CH2:10][CH2:9]2)=[CH:4][CH:3]=1.C(N(C(C)C)CC)(C)C.O.ON1C2C=CC=CC=2N=N1.CN(C)CCCN=C=NCC.[CH2:57]([O:64][CH2:65][C:66](O)=[O:67])[C:58]1[CH:63]=[CH:62][CH:61]=[CH:60][CH:59]=1, predict the reaction product. The product is: [CH2:57]([O:64][CH2:65][C:66]([NH:1][C:2]1[N:7]=[N:6][C:5]([N:8]2[CH2:9][CH2:10][N:11]([C:14](=[O:15])[C:16]3[CH:21]=[CH:20][CH:19]=[CH:18][C:17]=3[C:22]([F:25])([F:24])[F:23])[CH2:12][CH2:13]2)=[CH:4][CH:3]=1)=[O:67])[C:58]1[CH:63]=[CH:62][CH:61]=[CH:60][CH:59]=1.